From a dataset of Forward reaction prediction with 1.9M reactions from USPTO patents (1976-2016). Predict the product of the given reaction. (1) Given the reactants Br[CH:2]([C:5]1[CH:10]=[CH:9][CH:8]=[CH:7][C:6]=1[Cl:11])[C:3]#[N:4].C([O-])([O-])=O.[K+].[K+].[C:18]([O:22][C:23]([N:25]1[CH2:30][CH2:29][NH:28][CH2:27][CH2:26]1)=[O:24])([CH3:21])([CH3:20])[CH3:19], predict the reaction product. The product is: [C:18]([O:22][C:23]([N:25]1[CH2:30][CH2:29][N:28]([CH:2]([C:5]2[CH:10]=[CH:9][CH:8]=[CH:7][C:6]=2[Cl:11])[C:3]#[N:4])[CH2:27][CH2:26]1)=[O:24])([CH3:21])([CH3:19])[CH3:20]. (2) Given the reactants [N:1]1[CH:6]=[CH:5][CH:4]=[C:3]([C:7]2[CH:12]=[C:11]([C:13]3[N:18]=[CH:17][CH:16]=[CH:15][N:14]=3)[N:10]3[N:19]=[C:20]([NH2:22])[N:21]=[C:9]3[CH:8]=2)[CH:2]=1.S([N:33]=[C:34]=[O:35])(C1C=CC(C)=CC=1)(=O)=O.[CH2:36](N)[CH3:37], predict the reaction product. The product is: [CH2:36]([NH:33][C:34]([NH:22][C:20]1[N:21]=[C:9]2[CH:8]=[C:7]([C:3]3[CH:2]=[N:1][CH:6]=[CH:5][CH:4]=3)[CH:12]=[C:11]([C:13]3[N:18]=[CH:17][CH:16]=[CH:15][N:14]=3)[N:10]2[N:19]=1)=[O:35])[CH3:37]. (3) Given the reactants [C:1]([N:8]1[CH2:13][CH2:12][CH:11]([C:14]([OH:16])=O)[CH2:10][CH2:9]1)([O:3][C:4]([CH3:7])([CH3:6])[CH3:5])=[O:2].C([O-])([O-])=O.[K+].[K+].C1(P(N=[N+]=[N-])(C2C=CC=CC=2)=O)C=CC=CC=1.[N+:40]([CH2:42][C:43]([O:45][CH3:46])=[O:44])#[C-:41], predict the reaction product. The product is: [CH3:46][O:45][C:43]([C:42]1[N:40]=[CH:41][O:16][C:14]=1[CH:11]1[CH2:10][CH2:9][N:8]([C:1]([O:3][C:4]([CH3:5])([CH3:6])[CH3:7])=[O:2])[CH2:13][CH2:12]1)=[O:44]. (4) Given the reactants [N+:1]([C:4]1[CH:9]=[CH:8][C:7]([CH2:10][C:11](=[S:13])[NH2:12])=[CH:6][CH:5]=1)([O-:3])=[O:2].Br[CH2:15][C:16](=O)[CH3:17], predict the reaction product. The product is: [CH3:17][C:16]1[N:12]=[C:11]([CH2:10][C:7]2[CH:6]=[CH:5][C:4]([N+:1]([O-:3])=[O:2])=[CH:9][CH:8]=2)[S:13][CH:15]=1. (5) Given the reactants Cl[CH2:2][C:3]1[C:12]2[C:7](=[CH:8][CH:9]=[CH:10][CH:11]=2)[CH:6]=[CH:5][CH:4]=1.[NH:13]1[CH2:18][CH2:17][NH:16][CH2:15][CH2:14]1, predict the reaction product. The product is: [C:3]1([CH2:2][N:13]2[CH2:18][CH2:17][NH:16][CH2:15][CH2:14]2)[C:12]2[C:7](=[CH:8][CH:9]=[CH:10][CH:11]=2)[CH:6]=[CH:5][CH:4]=1. (6) The product is: [CH3:1][O:2][CH2:3][C:4]1[CH:5]=[CH:6][C:7]([O:12][CH2:13][C:14]([F:15])([F:16])[F:17])=[C:8]([CH2:9][NH2:10])[CH:11]=1. Given the reactants [CH3:1][O:2][CH2:3][C:4]1[CH:5]=[CH:6][C:7]([O:12][CH2:13][C:14]([F:17])([F:16])[F:15])=[C:8]([CH:11]=1)[C:9]#[N:10].[H-].[H-].[H-].[H-].[Li+].[Al+3], predict the reaction product. (7) Given the reactants [Br:1][C:2]1[S:3][C:4]([CH3:11])=[CH:5][C:6]=1[S:7](Cl)(=[O:9])=[O:8].[NH2:12][C:13]1[CH:17]=[C:16]([CH3:18])[O:15][N:14]=1.CN(C1C=CC=CN=1)C, predict the reaction product. The product is: [CH3:18][C:16]1[O:15][N:14]=[C:13]([NH:12][S:7]([C:6]2[CH:5]=[C:4]([CH3:11])[S:3][C:2]=2[Br:1])(=[O:9])=[O:8])[CH:17]=1. (8) The product is: [CH2:1]([N:8]1[CH2:12][CH:11]([CH2:13][I:40])[CH2:10][C:9]1=[O:15])[C:2]1[CH:7]=[CH:6][CH:5]=[CH:4][CH:3]=1. Given the reactants [CH2:1]([N:8]1[CH2:12][CH:11]([CH2:13]O)[CH2:10][C:9]1=[O:15])[C:2]1[CH:7]=[CH:6][CH:5]=[CH:4][CH:3]=1.C1(P(C2C=CC=CC=2)C2C=CC=CC=2)C=CC=CC=1.N1C=CN=C1.[I:40]I, predict the reaction product. (9) Given the reactants [CH3:1][C:2]([CH3:21])([CH3:20])[C:3](=[O:19])[CH2:4][NH:5][C:6]([C:8]1([NH:11]C(=O)OC(C)(C)C)[CH2:10][CH2:9]1)=O.[OH-].[Na+], predict the reaction product. The product is: [C:2]([C:3]1[O:19][C:6]([C:8]2([NH2:11])[CH2:10][CH2:9]2)=[N:5][CH:4]=1)([CH3:21])([CH3:20])[CH3:1]. (10) Given the reactants [NH2:1][CH2:2][C:3]1[CH:11]=[CH:10][CH:9]=[C:8]2[C:4]=1[C:5](=[O:30])[N:6]([CH:13]([C:19]1[CH:24]=[CH:23][C:22]([O:25][CH3:26])=[C:21]([O:27][CH2:28][CH3:29])[CH:20]=1)[CH2:14][S:15]([CH3:18])(=[O:17])=[O:16])C2=O.COC1[CH2:37][CH2:36][CH:35](OC)O1.[C:40]([OH:43])(=O)[CH3:41], predict the reaction product. The product is: [CH2:28]([O:27][C:21]1[CH:20]=[C:19]([CH:13]([N:6]2[C:40](=[O:43])[C:41]3[C:4](=[CH:8][CH:9]=[CH:10][C:11]=3[CH2:3][C:2]3[NH:1][CH:35]=[CH:36][CH:37]=3)[C:5]2=[O:30])[CH2:14][S:15]([CH3:18])(=[O:16])=[O:17])[CH:24]=[CH:23][C:22]=1[O:25][CH3:26])[CH3:29].